This data is from Full USPTO retrosynthesis dataset with 1.9M reactions from patents (1976-2016). The task is: Predict the reactants needed to synthesize the given product. Given the product [CH3:1][Si:2]([CH3:51])([CH3:50])[CH2:3][CH2:4][O:5][CH2:6][N:7]1[CH:11]=[CH:10][N:9]=[C:8]1[CH2:12][N:13]([CH2:36][C:37]1[N:38]([CH2:42][O:43][CH2:44][CH2:45][Si:46]([CH3:49])([CH3:48])[CH3:47])[CH:39]=[CH:40][N:41]=1)[C:14]([C:16]1[CH:17]=[C:18]2[C:23](=[CH:24][CH:25]=1)[CH2:22][NH:21][CH2:20][CH2:19]2)=[O:15], predict the reactants needed to synthesize it. The reactants are: [CH3:1][Si:2]([CH3:51])([CH3:50])[CH2:3][CH2:4][O:5][CH2:6][N:7]1[CH:11]=[CH:10][N:9]=[C:8]1[CH2:12][N:13]([CH2:36][C:37]1[N:38]([CH2:42][O:43][CH2:44][CH2:45][Si:46]([CH3:49])([CH3:48])[CH3:47])[CH:39]=[CH:40][N:41]=1)[C:14]([C:16]1[CH:17]=[C:18]2[C:23](=[CH:24][CH:25]=1)[CH2:22][N:21](C(OCC1C=CC=CC=1)=O)[CH2:20][CH2:19]2)=[O:15].